The task is: Predict the reactants needed to synthesize the given product.. This data is from Full USPTO retrosynthesis dataset with 1.9M reactions from patents (1976-2016). (1) Given the product [Cl:1][C:2]1[CH:3]=[C:4]([NH:23][C:24]([NH:26][C:27]2[C:28]([CH3:35])=[CH:29][C:30]([CH3:34])=[CH:31][C:32]=2[CH3:33])=[O:25])[C:5]([C:8]([NH:10][C@H:11]([C:19]([OH:21])=[O:20])[C@@H:12]([CH3:18])[O:13][C:14]([CH3:17])([CH3:16])[CH3:15])=[O:9])=[N:6][CH:7]=1, predict the reactants needed to synthesize it. The reactants are: [Cl:1][C:2]1[CH:3]=[C:4]([NH:23][C:24]([NH:26][C:27]2[C:32]([CH3:33])=[CH:31][C:30]([CH3:34])=[CH:29][C:28]=2[CH3:35])=[O:25])[C:5]([C:8]([NH:10][C@H:11]([C:19]([O:21]C)=[O:20])[C@@H:12]([CH3:18])[O:13][C:14]([CH3:17])([CH3:16])[CH3:15])=[O:9])=[N:6][CH:7]=1.Cl. (2) Given the product [ClH:52].[CH3:1][C:2]1[CH:3]=[C:4]([CH:49]=[CH:50][CH:51]=1)[CH2:5][N:6]1[CH:10]=[C:9]([C:11]2[C:19]3[C:14](=[N:15][CH:16]=[C:17]([C:20]4[CH:25]=[N:24][C:23]([N:26]5[CH2:31][CH2:30][NH:29][CH2:28][CH2:27]5)=[CH:22][CH:21]=4)[CH:18]=3)[N:13]([S:39]([C:42]3[CH:48]=[CH:47][C:45]([CH3:46])=[CH:44][CH:43]=3)(=[O:41])=[O:40])[CH:12]=2)[CH:8]=[N:7]1, predict the reactants needed to synthesize it. The reactants are: [CH3:1][C:2]1[CH:3]=[C:4]([CH:49]=[CH:50][CH:51]=1)[CH2:5][N:6]1[CH:10]=[C:9]([C:11]2[C:19]3[C:14](=[N:15][CH:16]=[C:17]([C:20]4[CH:21]=[CH:22][C:23]([N:26]5[CH2:31][CH2:30][N:29](C(OC(C)(C)C)=O)[CH2:28][CH2:27]5)=[N:24][CH:25]=4)[CH:18]=3)[N:13]([S:39]([C:42]3[CH:48]=[CH:47][C:45]([CH3:46])=[CH:44][CH:43]=3)(=[O:41])=[O:40])[CH:12]=2)[CH:8]=[N:7]1.[ClH:52]. (3) The reactants are: [Br:1][C:2]1[CH:3]=[C:4]([C:14]([OH:16])=O)[C:5]2[CH:6]=[N:7][N:8]([CH:11]([CH3:13])[CH3:12])[C:9]=2[CH:10]=1.[NH2:17][CH2:18][C:19]1[C:20](=[O:32])[NH:21][C:22]([CH3:31])=[CH:23][C:24]=1[CH:25]1[CH2:30][CH2:29][CH2:28][CH2:27][CH2:26]1.C(O)(C(F)(F)F)=O.ON1C2N=CC=CC=2N=N1.CN1CCOCC1.N1C=CC=CC1=O.C([O-])([O-])=O.[K+].[K+]. Given the product [Br:1][C:2]1[CH:3]=[C:4]([C:14]([NH:17][CH2:18][C:19]2[C:20](=[O:32])[NH:21][C:22]([CH3:31])=[CH:23][C:24]=2[CH:25]2[CH2:30][CH2:29][CH2:28][CH2:27][CH2:26]2)=[O:16])[C:5]2[CH:6]=[N:7][N:8]([CH:11]([CH3:12])[CH3:13])[C:9]=2[CH:10]=1, predict the reactants needed to synthesize it. (4) Given the product [F:37][C:16]([F:15])([F:36])[C:17]1[CH:31]=[C:30]([C:32]([F:35])([F:34])[F:33])[CH:29]=[CH:28][C:18]=1[CH2:19][N:20]1[CH2:25][CH2:24][CH:23](/[CH:26]=[C:13]2/[C:9]([NH:1][CH2:2][CH2:3][O:4][CH2:5][CH2:6][OH:7])=[N:10][C:11](=[O:14])[S:12]/2)[CH2:22][CH2:21]1, predict the reactants needed to synthesize it. The reactants are: [NH2:1][CH2:2][CH2:3][O:4][CH2:5][CH2:6][OH:7].S=[C:9]1[CH2:13][S:12][C:11](=[O:14])[NH:10]1.[F:15][C:16]([F:37])([F:36])[C:17]1[CH:31]=[C:30]([C:32]([F:35])([F:34])[F:33])[CH:29]=[CH:28][C:18]=1[CH2:19][N:20]1[CH2:25][CH2:24][CH:23]([CH:26]=O)[CH2:22][CH2:21]1.CC(C)([O-])C.[K+].[Cl-].[NH4+].